From a dataset of Full USPTO retrosynthesis dataset with 1.9M reactions from patents (1976-2016). Predict the reactants needed to synthesize the given product. (1) Given the product [CH2:11]([CH:10]1[C:3]2[C:2]([N:23]3[CH2:22][CH2:21][N:20]([C:13]([O:15][C:16]([CH3:19])([CH3:18])[CH3:17])=[O:14])[CH2:25][CH2:24]3)=[N:7][CH:6]=[N:5][C:4]=2[CH2:8][S:9]1)[CH3:12], predict the reactants needed to synthesize it. The reactants are: Cl[C:2]1[C:3]2[CH:10]([CH2:11][CH3:12])[S:9][CH2:8][C:4]=2[N:5]=[CH:6][N:7]=1.[C:13]([N:20]1[CH2:25][CH2:24][NH:23][CH2:22][CH2:21]1)([O:15][C:16]([CH3:19])([CH3:18])[CH3:17])=[O:14]. (2) The reactants are: [CH3:1][C:2]([N+:12]([O-:14])=[O:13])([CH3:11])[CH2:3][C:4]1[CH:9]=[CH:8][C:7]([OH:10])=[CH:6][CH:5]=1.Br[CH2:16][CH2:17][CH2:18][CH3:19].CC(N(C)C)=O.C([O-])([O-])=O.[K+].[K+]. Given the product [CH2:16]([O:10][C:7]1[CH:8]=[CH:9][C:4]([CH2:3][C:2]([CH3:1])([N+:12]([O-:14])=[O:13])[CH3:11])=[CH:5][CH:6]=1)[CH2:17][CH2:18][CH3:19], predict the reactants needed to synthesize it.